This data is from Reaction yield outcomes from USPTO patents with 853,638 reactions. The task is: Predict the reaction yield, written as a fraction of the theoretical maximum amount of product (1.0 means a 100% yield; for example, 0.34 means a 34% yield). (1) The product is [N:4]1[C:5]2[C:10](=[N:9][CH:8]=[CH:7][CH:6]=2)[CH:11]=[C:2]([NH:13][C:12](=[O:19])[O:14][C:15]([CH3:18])([CH3:17])[CH3:16])[CH:3]=1. The catalyst is O1CCOCC1.C1C=CC(/C=C/C(/C=C/C2C=CC=CC=2)=O)=CC=1.C1C=CC(/C=C/C(/C=C/C2C=CC=CC=2)=O)=CC=1.C1C=CC(/C=C/C(/C=C/C2C=CC=CC=2)=O)=CC=1.[Pd].[Pd]. The yield is 0.880. The reactants are Br[C:2]1[CH:3]=[N:4][C:5]2[C:10]([CH:11]=1)=[N:9][CH:8]=[CH:7][CH:6]=2.[C:12](=[O:19])([O:14][C:15]([CH3:18])([CH3:17])[CH3:16])[NH2:13].C(=O)([O-])[O-].[Cs+].[Cs+].CC1(C)C2C(=C(P(C3C=CC=CC=3)C3C=CC=CC=3)C=CC=2)OC2C(P(C3C=CC=CC=3)C3C=CC=CC=3)=CC=CC1=2. (2) The reactants are [CH2:1]([N:5]([CH2:19][CH2:20][CH2:21][CH3:22])[CH2:6][CH2:7][CH2:8][O:9][C:10]1[CH:18]=[CH:17][C:13]([C:14](Cl)=[O:15])=[CH:12][CH:11]=1)[CH2:2][CH2:3][CH3:4].[CH2:23]([NH:25][CH2:26][CH3:27])[CH3:24].C[Si](Cl)(C)C.O. The catalyst is ClCCl. The product is [CH2:1]([N:5]([CH2:19][CH2:20][CH2:21][CH3:22])[CH2:6][CH2:7][CH2:8][O:9][C:10]1[CH:18]=[CH:17][C:13]([C:14]([N:25]([CH2:26][CH3:27])[CH2:23][CH3:24])=[O:15])=[CH:12][CH:11]=1)[CH2:2][CH2:3][CH3:4]. The yield is 0.770. (3) The reactants are [NH2:1][C:2]1[C:3]([NH:13][CH2:14][CH2:15][CH2:16][OH:17])=[C:4]([CH:9]=[CH:10][C:11]=1[Cl:12])[C:5]([O:7][CH3:8])=[O:6].[Cl:18][C:19]1[CH:24]=[C:23]([Cl:25])[CH:22]=[C:21]([CH3:26])[C:20]=1[N:27]=[C:28]=[S:29]. The catalyst is O1CCCC1.C(=O)([O-])O.[Na+]. The product is [Cl:12][C:11]1[CH:10]=[CH:9][C:4]([C:5]([O:7][CH3:8])=[O:6])=[C:3]([NH:13][CH2:14][CH2:15][CH2:16][OH:17])[C:2]=1[NH:1][C:28](=[S:29])[NH:27][C:20]1[C:21]([CH3:26])=[CH:22][C:23]([Cl:25])=[CH:24][C:19]=1[Cl:18]. The yield is 0.790. (4) The reactants are [NH2:1][C:2]1([C:13]2[CH:18]=[CH:17][C:16]([CH:19]([CH3:21])[CH3:20])=[CH:15][C:14]=2[O:22][CH3:23])[C:10](=[O:11])[C:9]2[C:4](=[CH:5][CH:6]=[CH:7][CH:8]=2)[C:3]1=[O:12].Cl[C:25](Cl)([O:27][C:28](=O)[O:29]C(Cl)(Cl)Cl)Cl. The catalyst is C1COCC1. The product is [CH:19]([C:16]1[CH:17]=[CH:18][C:13]([C:2]2([NH:1][C:28](=[O:29])[O:27][CH3:25])[C:10](=[O:11])[C:9]3[C:4](=[CH:5][CH:6]=[CH:7][CH:8]=3)[C:3]2=[O:12])=[C:14]([O:22][CH3:23])[CH:15]=1)([CH3:21])[CH3:20]. The yield is 0.930.